Task: Predict the reactants needed to synthesize the given product.. Dataset: Full USPTO retrosynthesis dataset with 1.9M reactions from patents (1976-2016) Given the product [OH:29][CH2:28][CH2:30][CH2:13][CH2:14][CH2:5][CH2:6][CH2:7][CH2:8][CH2:9][CH:9]1[C:8]2[C:13](=[CH:14][C:5]([O:4][CH3:3])=[CH:6][CH:7]=2)[O:12][CH:11]([O:33][CH3:32])[CH:10]1[C:15]1[CH:20]=[CH:19][C:18]([O:21][CH2:22][O:23][CH3:24])=[CH:17][CH:16]=1, predict the reactants needed to synthesize it. The reactants are: CO[CH2:3][O:4][C:5]1[CH:14]=[C:13]2[C:8]([CH2:9][CH:10]([C:15]3[CH:20]=[CH:19][C:18]([O:21][CH2:22][O:23][CH3:24])=[CH:17][CH:16]=3)[CH2:11][O:12]2)=[CH:7][CH:6]=1.CCO[C:28]([CH3:30])=[O:29].C[CH2:32][OH:33].